Dataset: Forward reaction prediction with 1.9M reactions from USPTO patents (1976-2016). Task: Predict the product of the given reaction. (1) Given the reactants [Br:1][C:2]1[C:7]([F:8])=[CH:6][CH:5]=[C:4]([O:9]C)[C:3]=1[CH2:11][CH:12]=[O:13].B(Br)(Br)Br.[CH2:18](Cl)Cl, predict the reaction product. The product is: [Br:1][C:2]1[C:3]2[CH2:11][CH:12]([O:13][CH3:18])[O:9][C:4]=2[CH:5]=[CH:6][C:7]=1[F:8]. (2) Given the reactants Br[C:2]1[N:7]=[C:6]([C:8](NC)=O)[CH:5]=[CH:4][CH:3]=1.C[Sn](C)C.C[Sn](C)C.BrC1[CH:22]=[N:23][N:24]2[CH:29]=[CH:28][C:27]([C:30]([N:32]([C:37]3[CH:42]=[CH:41][C:40]([C:43]#[N:44])=[CH:39][N:38]=3)[CH:33]3[CH2:36][CH2:35][CH2:34]3)=[O:31])=[CH:26][C:25]=12, predict the reaction product. The product is: [C:43]([C:40]1[CH:41]=[CH:42][C:37]([N:32]([CH:33]2[CH2:34][CH2:35][CH2:36]2)[C:30]([C:27]2[CH:26]=[CH:25][N:24]3[N:23]=[CH:22][C:8]([C:6]4[CH:5]=[CH:4][C:3]([C:30](=[O:31])[NH:32][CH3:33])=[CH:2][N:7]=4)=[C:29]3[CH:28]=2)=[O:31])=[N:38][CH:39]=1)#[N:44]. (3) Given the reactants C(N(C(C)C)C(C)C)C.[Br:10][C:11]1[CH:12]=[N:13][C:14](Cl)=[N:15][CH:16]=1.[NH:18]1[CH2:22][CH2:21][CH:20]([CH2:23][C:24]([O:26][C:27]([CH3:30])([CH3:29])[CH3:28])=[O:25])[CH2:19]1, predict the reaction product. The product is: [Br:10][C:11]1[CH:12]=[N:13][C:14]([N:18]2[CH2:22][CH2:21][CH:20]([CH2:23][C:24]([O:26][C:27]([CH3:30])([CH3:29])[CH3:28])=[O:25])[CH2:19]2)=[N:15][CH:16]=1. (4) Given the reactants [C:1]([O:6]CCC[Si](OC)(OC)OC)(=[O:5])[C:2]([CH3:4])=C.C[CH:18]([NH:30][CH3:31])[CH2:19][C:20]1[CH:25]=[CH:24][C:23]2OCCO[C:22]=2[CH:21]=1.C(O)CCC[OH:36].CC(N=N[C:45]([C:48]#N)(C)C)(C#N)C, predict the reaction product. The product is: [C:31]([NH:30][CH2:18][CH2:19][CH2:20][CH2:25][CH2:24][CH2:23][CH2:22][CH2:21][CH2:4][CH2:2][C:1]([OH:6])=[O:5])(=[O:36])[CH:45]=[CH2:48]. (5) Given the reactants [N:1]([C@H:4]1[CH2:8][CH2:7][N:6]([CH2:9][C@@H:10]([N:17]([CH3:29])[C:18](=[O:28])[CH2:19][C:20]2[CH:25]=[CH:24][C:23]([Cl:26])=[C:22]([Cl:27])[CH:21]=2)[C:11]2[CH:16]=[CH:15][CH:14]=[CH:13][CH:12]=2)[CH2:5]1)=[N+]=[N-].O.C1C=CC(P(C2C=CC=CC=2)C2C=CC=CC=2)=CC=1, predict the reaction product. The product is: [NH2:1][C@H:4]1[CH2:8][CH2:7][N:6]([CH2:9][C@@H:10]([N:17]([CH3:29])[C:18](=[O:28])[CH2:19][C:20]2[CH:25]=[CH:24][C:23]([Cl:26])=[C:22]([Cl:27])[CH:21]=2)[C:11]2[CH:12]=[CH:13][CH:14]=[CH:15][CH:16]=2)[CH2:5]1. (6) Given the reactants [O:1]1[CH:5]=[CH:4][CH:3]=[C:2]1[C:6]1[N:11]=[C:10]2[NH:12][N:13]=[C:14](N)[C:9]2=[CH:8][C:7]=1[C:16]1[CH:21]=[CH:20][N:19]=[C:18]([S:22][CH3:23])[N:17]=1.Cl.N([O-])=O.[Na+].[PH2](O)=O.[OH-].[Na+], predict the reaction product. The product is: [O:1]1[CH:5]=[CH:4][CH:3]=[C:2]1[C:6]1[N:11]=[C:10]2[NH:12][N:13]=[CH:14][C:9]2=[CH:8][C:7]=1[C:16]1[CH:21]=[CH:20][N:19]=[C:18]([S:22][CH3:23])[N:17]=1.